Dataset: Full USPTO retrosynthesis dataset with 1.9M reactions from patents (1976-2016). Task: Predict the reactants needed to synthesize the given product. (1) Given the product [F:13][C:10]1([F:12])[CH2:9][N:8]([C:14]([O:16][C:17]([CH3:18])([CH3:19])[CH3:20])=[O:15])[C@H:7]([CH2:6][CH2:5][CH2:4][OH:3])[CH2:11]1, predict the reactants needed to synthesize it. The reactants are: C([O:3][C:4](=O)[CH2:5][CH2:6][C@@H:7]1[CH2:11][C:10]([F:13])([F:12])[CH2:9][N:8]1[C:14]([O:16][C:17]([CH3:20])([CH3:19])[CH3:18])=[O:15])C.[H-].[H-].[H-].[H-].[Li+].[Al+3].OS([O-])(=O)=O.[Na+]. (2) Given the product [ClH:21].[CH:1]1([C:6]2([O:19][CH3:20])[CH2:11][CH2:10][NH:9][CH2:8][CH2:7]2)[CH2:2][CH2:3][CH2:4][CH2:5]1, predict the reactants needed to synthesize it. The reactants are: [CH:1]1([C:6]2([O:19][CH3:20])[CH2:11][CH2:10][N:9](C(OC(C)(C)C)=O)[CH2:8][CH2:7]2)[CH2:5][CH2:4][CH2:3][CH2:2]1.[ClH:21]. (3) The reactants are: [NH:1]1[C:10]2[C:5](=[CH:6][CH:7]=[CH:8][CH:9]=2)[NH:4][CH2:3][CH2:2]1.[CH2:11]([OH:13])[CH3:12]. Given the product [C:11]([N:1]1[C:10]2[C:5](=[CH:6][CH:7]=[CH:8][CH:9]=2)[NH:4][CH2:3][CH2:2]1)(=[O:13])[CH3:12], predict the reactants needed to synthesize it. (4) Given the product [Cl:8][C:7]1[C:2]([CH:30]=[O:31])=[CH:3][CH:4]=[C:5]([NH:9][CH2:10][C:11]2[CH:16]=[CH:15][C:14]([Cl:17])=[CH:13][CH:12]=2)[N:6]=1, predict the reactants needed to synthesize it. The reactants are: Br[C:2]1[CH:3]=[CH:4][C:5]([NH:9][CH2:10][C:11]2[CH:16]=[CH:15][C:14]([Cl:17])=[CH:13][CH:12]=2)=[N:6][C:7]=1[Cl:8].C([Mg]Cl)(C)C.C([Li])(C)(C)C.CN(C)[CH:30]=[O:31]. (5) Given the product [F:20][C:18]1[CH:17]=[CH:16][N:15]=[C:14]([C:2]2[S:3][C:4]([CH3:7])=[CH:5][N:6]=2)[CH:19]=1, predict the reactants needed to synthesize it. The reactants are: Br[C:2]1[S:3][C:4]([CH3:7])=[CH:5][N:6]=1.C([Li])CCC.Cl[C:14]1[CH:19]=[C:18]([F:20])[CH:17]=[CH:16][N:15]=1.CCOC(C)=O. (6) Given the product [CH3:28][N:29]1[CH2:34][CH2:33][CH:32]([NH:35][C:19]([C:16]2[S:15][C:11]3[N:12]=[CH:13][N:14]=[C:9]([NH:8][C:5]4[CH:6]=[CH:7][C:2]([F:1])=[CH:3][C:4]=4[O:22][C@H:23]4[CH2:27][CH2:26][O:25][CH2:24]4)[C:10]=3[C:17]=2[CH3:18])=[O:20])[CH2:31][CH2:30]1, predict the reactants needed to synthesize it. The reactants are: [F:1][C:2]1[CH:7]=[CH:6][C:5]([NH:8][C:9]2[C:10]3[C:17]([CH3:18])=[C:16]([C:19](O)=[O:20])[S:15][C:11]=3[N:12]=[CH:13][N:14]=2)=[C:4]([O:22][C@H:23]2[CH2:27][CH2:26][O:25][CH2:24]2)[CH:3]=1.[CH3:28][N:29]1[CH2:34][CH2:33][CH:32]([NH2:35])[CH2:31][CH2:30]1.